Dataset: Reaction yield outcomes from USPTO patents with 853,638 reactions. Task: Predict the reaction yield, written as a fraction of the theoretical maximum amount of product (1.0 means a 100% yield; for example, 0.34 means a 34% yield). (1) The reactants are [OH:1][C:2]1[CH:7]=[CH:6][C:5]([Br:8])=[CH:4][C:3]=1[CH3:9].N1C=CN=C1.[Si:15](Cl)([C:18]([CH3:21])([CH3:20])[CH3:19])([CH3:17])[CH3:16]. The catalyst is CN(C=O)C. The product is [Si:15]([O:1][C:2]1[CH:7]=[CH:6][C:5]([Br:8])=[CH:4][C:3]=1[CH3:9])([C:18]([CH3:21])([CH3:20])[CH3:19])([CH3:17])[CH3:16]. The yield is 0.970. (2) The reactants are C([O:3][C:4]([C@@:6]12[CH2:24][C@H:23]1[CH:22]=[CH:21][CH2:20][CH2:19][CH2:18][CH2:17][CH2:16][C@H:15]([NH:25][C:26]([O:28][C:29]([CH3:32])([CH3:31])[CH3:30])=[O:27])[C:14](=[O:33])[N:13]1[C@@H:9]([CH2:10][C@@H:11]([O:34][C:35]([N:37]3[CH2:45][C:44]4[C:39](=[CH:40][CH:41]=[CH:42][CH:43]=4)[CH2:38]3)=[O:36])[CH2:12]1)[C:8](=[O:46])[NH:7]2)=[O:5])C.O[Li].O. The catalyst is C(Cl)Cl.CO. The product is [C:29]([O:28][C:26]([NH:25][C@@H:15]1[C:14](=[O:33])[N:13]2[C@@H:9]([CH2:10][C@@H:11]([O:34][C:35]([N:37]3[CH2:38][C:39]4[C:44](=[CH:43][CH:42]=[CH:41][CH:40]=4)[CH2:45]3)=[O:36])[CH2:12]2)[C:8](=[O:46])[NH:7][C@@:6]2([C:4]([OH:5])=[O:3])[C@@H:23]([CH2:24]2)[CH:22]=[CH:21][CH2:20][CH2:19][CH2:18][CH2:17][CH2:16]1)=[O:27])([CH3:32])([CH3:30])[CH3:31]. The yield is 0.870. (3) The reactants are [Br:1][C:2]1[C:7]([O:8][CH3:9])=[CH:6][C:5]([C:10]2[N:11]=[CH:12][O:13][CH:14]=2)=[CH:4][C:3]=1[O:15][CH3:16].[Li+].CC([N-]C(C)C)C.CON(C)[C:28](=[O:44])[CH:29]([O:42][CH3:43])[C:30]1[CH:35]=[CH:34][C:33]([N:36]2[CH2:41][CH2:40][O:39][CH2:38][CH2:37]2)=[CH:32][CH:31]=1. The catalyst is C1COCC1. The product is [Br:1][C:2]1[C:7]([O:8][CH3:9])=[CH:6][C:5]([C:10]2[N:11]=[C:12]([C:28](=[O:44])[CH:29]([O:42][CH3:43])[C:30]3[CH:31]=[CH:32][C:33]([N:36]4[CH2:37][CH2:38][O:39][CH2:40][CH2:41]4)=[CH:34][CH:35]=3)[O:13][CH:14]=2)=[CH:4][C:3]=1[O:15][CH3:16]. The yield is 0.340. (4) The reactants are FC(F)(F)S(O[C:7]([C:9]1[S:10][CH:11]=[C:12]([CH2:14][O:15][Si:16]([C:19]([CH3:22])([CH3:21])[CH3:20])([CH3:18])[CH3:17])[N:13]=1)=[CH2:8])(=O)=O.[N:25]1[CH:30]=[C:29](B(O)O)[CH:28]=[N:27][CH:26]=1.C(=O)([O-])[O-].[Na+].[Na+].C(Cl)Cl. The catalyst is C1(C)C=CC=CC=1.C(O)C. The product is [Si:16]([O:15][CH2:14][C:12]1[N:13]=[C:9]([C:7]([C:29]2[CH:30]=[N:25][CH:26]=[N:27][CH:28]=2)=[CH2:8])[S:10][CH:11]=1)([C:19]([CH3:22])([CH3:21])[CH3:20])([CH3:18])[CH3:17]. The yield is 0.611. (5) The reactants are Cl[C:2]1[CH:3]=[C:4]([CH:9]=[CH:10][CH:11]=1)[C:5]([O:7]O)=O.[N:12]1([C:18]([O-:20])=O)[CH2:17][CH2:16][CH:15]=[CH:14][CH2:13]1.CC[O:23]CC. The catalyst is C(Cl)Cl. The product is [CH:14]12[O:23][CH:15]1[CH2:16][CH2:17][N:12]([C:18]([O:7][CH2:5][C:4]1[CH:3]=[CH:2][CH:11]=[CH:10][CH:9]=1)=[O:20])[CH2:13]2. The yield is 0.990. (6) The yield is 0.788. The catalyst is C(OCC)=O. The reactants are [CH3:1][N:2]1[C:10]2[C:9](=[O:11])[CH2:8][C:7]([CH3:13])([CH3:12])[CH2:6][C:5]=2[C:4]([C:14]([O:16][CH2:17][CH3:18])=[O:15])=[N:3]1.[O-:19][CH2:20]C.[Na+].O. The product is [OH:19][CH:20]=[C:8]1[C:9](=[O:11])[C:10]2[N:2]([CH3:1])[N:3]=[C:4]([C:14]([O:16][CH2:17][CH3:18])=[O:15])[C:5]=2[CH2:6][C:7]1([CH3:13])[CH3:12]. (7) The reactants are [NH2:1][C:2]1[S:3][C:4]2[CH:10]=[CH:9][CH:8]=[CH:7][C:5]=2[N:6]=1.Cl[C:12]([O:14][C:15]1[CH:20]=[CH:19][C:18]([N+:21]([O-:23])=[O:22])=[CH:17][CH:16]=1)=[O:13].N1C=CC=CC=1. The catalyst is C(Cl)Cl. The product is [S:3]1[C:4]2[CH:10]=[CH:9][CH:8]=[CH:7][C:5]=2[N:6]=[C:2]1[NH:1][C:12](=[O:13])[O:14][C:15]1[CH:16]=[CH:17][C:18]([N+:21]([O-:23])=[O:22])=[CH:19][CH:20]=1. The yield is 0.900.